This data is from Full USPTO retrosynthesis dataset with 1.9M reactions from patents (1976-2016). The task is: Predict the reactants needed to synthesize the given product. (1) The reactants are: C(N1C=CN=C1)(N1C=CN=C1)=O.[Cl:13][C:14]1[C:19]2[O:20][C:21]3[C:30]([CH3:31])=[CH:29][C:28]([C:32]([OH:34])=O)=[CH:27][C:22]=3[S:23](=[O:26])(=[O:25])[CH2:24][C:18]=2[CH:17]=[C:16]([N:35]2[CH2:40][CH2:39][NH:38][CH2:37][CH2:36]2)[CH:15]=1.[CH:41]1([NH2:44])[CH2:43][CH2:42]1. Given the product [ClH:13].[CH:41]1([NH:44][C:32]([C:28]2[CH:29]=[C:30]([CH3:31])[C:21]3[O:20][C:19]4[C:14]([Cl:13])=[CH:15][C:16]([N:35]5[CH2:36][CH2:37][NH:38][CH2:39][CH2:40]5)=[CH:17][C:18]=4[CH2:24][S:23](=[O:25])(=[O:26])[C:22]=3[CH:27]=2)=[O:34])[CH2:43][CH2:42]1, predict the reactants needed to synthesize it. (2) Given the product [CH2:13]([C@@:10]1([CH3:25])[C:11](=[O:12])[N:8]([Si:1]([C:4]([CH3:6])([CH3:5])[CH3:7])([CH3:3])[CH3:2])[C@@H:9]1[C:14]([OH:16])=[O:15])[CH:18]=[CH2:19], predict the reactants needed to synthesize it. The reactants are: [Si:1]([N:8]1[C:11](=[O:12])[C@H:10]([CH3:13])[C@H:9]1[C:14]([OH:16])=[O:15])([C:4]([CH3:7])([CH3:6])[CH3:5])([CH3:3])[CH3:2].[Li+].[CH3:18][CH:19]([N-]C(C)C)C.[CH2:25](Br)C=C. (3) Given the product [F:8][C:9]([F:20])([F:19])[C:10]([NH:1][C:2]([CH3:7])([CH3:6])[C:3]([OH:5])=[O:4])=[O:11], predict the reactants needed to synthesize it. The reactants are: [NH2:1][C:2]([CH3:7])([CH3:6])[C:3]([OH:5])=[O:4].[F:8][C:9]([F:20])([F:19])[C:10](O[C:10](=[O:11])[C:9]([F:20])([F:19])[F:8])=[O:11].C(O)(C(F)(F)F)=O. (4) Given the product [CH3:21][C@H:22]([C@@H:25]1[C:28](=[O:29])[O:27][C@H:26]1[C:30]([NH:6][C:5]1[CH:7]=[C:8]([O:12][CH3:13])[C:9]([O:10][CH3:11])=[C:3]([O:2][CH3:1])[CH:4]=1)=[O:31])[CH2:23][CH3:24], predict the reactants needed to synthesize it. The reactants are: [CH3:1][O:2][C:3]1[CH:4]=[C:5]([CH:7]=[C:8]([O:12][CH3:13])[C:9]=1[O:10][CH3:11])[NH2:6].C(N(CC)CC)C.[CH3:21][C@H:22]([C@@H:25]1[C:28](=[O:29])[O:27][C@H:26]1[C:30](Cl)=[O:31])[CH2:23][CH3:24].